From a dataset of Full USPTO retrosynthesis dataset with 1.9M reactions from patents (1976-2016). Predict the reactants needed to synthesize the given product. (1) Given the product [Br:12][C:13]1[CH:14]=[CH:15][C:16]([O:5][N:4]=[C:2]([CH3:3])[CH3:1])=[C:17]([CH:20]=1)[C:18]#[N:19], predict the reactants needed to synthesize it. The reactants are: [CH3:1][C:2](=[N:4][OH:5])[CH3:3].CC(C)([O-])C.[K+].[Br:12][C:13]1[CH:14]=[CH:15][C:16](F)=[C:17]([CH:20]=1)[C:18]#[N:19]. (2) Given the product [F:4][C:2]([C:5]1[O:9][C:8]([CH2:10][N:11]2[CH:15]=[CH:14][C:13]([NH:16][C:30]([C:26]3[N:27]=[CH:28][O:29][C:25]=3[C:22]3[CH:23]=[CH:24][C:19]([O:18][CH3:17])=[CH:20][CH:21]=3)=[O:31])=[N:12]2)=[CH:7][CH:6]=1)([F:1])[CH3:3], predict the reactants needed to synthesize it. The reactants are: [F:1][C:2]([C:5]1[O:9][C:8]([CH2:10][N:11]2[CH:15]=[CH:14][C:13]([NH2:16])=[N:12]2)=[CH:7][CH:6]=1)([F:4])[CH3:3].[CH3:17][O:18][C:19]1[CH:24]=[CH:23][C:22]([C:25]2[O:29][CH:28]=[N:27][C:26]=2[C:30](O)=[O:31])=[CH:21][CH:20]=1. (3) Given the product [F:39][C:34]1[C:33]([F:40])=[C:32]([CH3:31])[CH:37]=[CH:36][C:35]=1[CH2:38][N:9]1[C:5]2=[N:6][C:7]([CH3:8])=[C:2]([F:1])[CH:3]=[C:4]2[C:11]([C:12]2[N:13]=[N:14][C:15]3[C:20]4([CH2:22][CH2:21]4)[C:19](=[O:23])[NH:18][C:16]=3[N:17]=2)=[N:10]1, predict the reactants needed to synthesize it. The reactants are: [F:1][C:2]1[CH:3]=[C:4]2[C:11]([C:12]3[N:13]=[N:14][C:15]4[C:20]5([CH2:22][CH2:21]5)[C:19](=[O:23])[NH:18][C:16]=4[N:17]=3)=[N:10][NH:9][C:5]2=[N:6][C:7]=1[CH3:8].C(=O)([O-])[O-].[Cs+].[Cs+].Br[CH2:31][C:32]1[CH:37]=[CH:36][C:35]([CH3:38])=[C:34]([F:39])[C:33]=1[F:40]. (4) Given the product [CH2:1]([N:3]1[C:7]2=[N:8][C:9]([CH3:22])=[C:10]([C:19]([NH:39][NH:38][C:37]([O:41][C:42]([CH3:45])([CH3:44])[CH3:43])=[O:40])=[O:21])[C:11]([NH:12][CH:13]3[CH2:18][CH2:17][O:16][CH2:15][CH2:14]3)=[C:6]2[CH:5]=[N:4]1)[CH3:2], predict the reactants needed to synthesize it. The reactants are: [CH2:1]([N:3]1[C:7]2=[N:8][C:9]([CH3:22])=[C:10]([C:19]([OH:21])=O)[C:11]([NH:12][CH:13]3[CH2:18][CH2:17][O:16][CH2:15][CH2:14]3)=[C:6]2[CH:5]=[N:4]1)[CH3:2].C(Cl)CCl.C1C=CC2N(O)N=NC=2C=1.[C:37]([O:41][C:42]([CH3:45])([CH3:44])[CH3:43])(=[O:40])[NH:38][NH2:39].